This data is from Reaction yield outcomes from USPTO patents with 853,638 reactions. The task is: Predict the reaction yield, written as a fraction of the theoretical maximum amount of product (1.0 means a 100% yield; for example, 0.34 means a 34% yield). (1) The reactants are [Cl:1][S:2]([OH:5])(=O)=[O:3].[CH3:6][C:7]1[O:8][C:9]2[CH:15]=[CH:14][CH:13]=[CH:12][C:10]=2[N:11]=1. No catalyst specified. The product is [CH3:6][C:7]1[O:8][C:9]2[CH:15]=[C:14]([S:2]([Cl:1])(=[O:5])=[O:3])[CH:13]=[CH:12][C:10]=2[N:11]=1. The yield is 0.590. (2) The reactants are [F:1][C:2]1([F:62])[CH2:7][CH2:6][CH:5]([C:8]2[C:17]3[CH:16]([O:18]CC4C=CC(OC)=CC=4)[CH2:15][C:14]([CH3:29])([CH3:28])[CH2:13][C:12]=3[N:11]=[C:10]([CH:30]3[CH2:35][CH2:34][N:33]([C:36]4[N:41]=[CH:40][C:39]([O:42][CH:43]5[CH2:48][CH2:47][N:46]([CH3:49])[CH2:45][CH2:44]5)=[CH:38][N:37]=4)[CH2:32][CH2:31]3)[C:9]=2[CH:50]([F:61])[C:51]2[CH:56]=[CH:55][C:54]([C:57]([F:60])([F:59])[F:58])=[CH:53][CH:52]=2)[CH2:4][CH2:3]1.C1(OC)C=CC=CC=1.FC(F)(F)C(O)=O. The catalyst is ClCCl. The product is [F:62][C:2]1([F:1])[CH2:3][CH2:4][CH:5]([C:8]2[C:17]3[CH:16]([OH:18])[CH2:15][C:14]([CH3:29])([CH3:28])[CH2:13][C:12]=3[N:11]=[C:10]([CH:30]3[CH2:35][CH2:34][N:33]([C:36]4[N:37]=[CH:38][C:39]([O:42][CH:43]5[CH2:44][CH2:45][N:46]([CH3:49])[CH2:47][CH2:48]5)=[CH:40][N:41]=4)[CH2:32][CH2:31]3)[C:9]=2[CH:50]([F:61])[C:51]2[CH:52]=[CH:53][C:54]([C:57]([F:58])([F:60])[F:59])=[CH:55][CH:56]=2)[CH2:6][CH2:7]1. The yield is 0.170.